From a dataset of Catalyst prediction with 721,799 reactions and 888 catalyst types from USPTO. Predict which catalyst facilitates the given reaction. Reactant: [F:1][C:2]([F:34])([F:33])[C:3]1[CH:4]=[C:5]([CH:13]([CH3:32])[C:14]([N:16]([CH3:31])[C:17]2[CH:22]=[CH:21][CH:20]=[CH:19][C:18]=2[N:23]([CH3:30])[C:24]2[CH:29]=[CH:28][CH:27]=[CH:26][CH:25]=2)=[O:15])[CH:6]=[C:7]([C:9]([F:12])([F:11])[F:10])[CH:8]=1.[CH3:35][Si](C)(C)[N-][Si](C)(C)C.[K+].CI.C(OCC)(=O)C. Product: [F:1][C:2]([F:33])([F:34])[C:3]1[CH:4]=[C:5]([C:13]([CH3:35])([CH3:32])[C:14]([N:16]([CH3:31])[C:17]2[CH:22]=[CH:21][CH:20]=[CH:19][C:18]=2[N:23]([CH3:30])[C:24]2[CH:29]=[CH:28][CH:27]=[CH:26][CH:25]=2)=[O:15])[CH:6]=[C:7]([C:9]([F:10])([F:11])[F:12])[CH:8]=1. The catalyst class is: 9.